From a dataset of Forward reaction prediction with 1.9M reactions from USPTO patents (1976-2016). Predict the product of the given reaction. (1) Given the reactants [CH:1]1[CH:9]=[C:8](Cl)[C:7]2[C:3](=[N:4][O:5][N:6]=2)[C:2]=1[N+:11]([O-:13])=[O:12].P([O-])([O-])([O-])=O.[Na+].[Na+].[Na+].[NH:22]1[CH2:27][CH2:26][O:25][CH2:24][CH2:23]1, predict the reaction product. The product is: [O:25]1[CH2:26][CH2:27][N:22]([C:8]2[C:7]3[C:3](=[N:4][O:5][N:6]=3)[C:2]([N+:11]([O-:13])=[O:12])=[CH:1][CH:9]=2)[CH2:23][CH2:24]1. (2) Given the reactants [CH:1]1([N:4]([CH2:18][C:19]2[O:23][CH:22]=[C:21]([C:24](O)=[O:25])[CH:20]=2)[S:5]([C:8]2[C:13]([CH3:14])=[CH:12][C:11]([O:15][CH3:16])=[CH:10][C:9]=2[CH3:17])(=[O:7])=[O:6])[CH2:3][CH2:2]1.CCN=C=NCCCN(C)C.C1C=CC2N(O)N=NC=2C=1.CCN(C(C)C)C(C)C.Cl.Cl.[CH3:59][NH:60][CH2:61][C:62]1[CH:73]=[CH:72][C:65]([CH2:66][N:67]2[CH2:70][CH:69]([OH:71])[CH2:68]2)=[CH:64][CH:63]=1, predict the reaction product. The product is: [CH:1]1([N:4]([CH2:18][C:19]2[O:23][CH:22]=[C:21]([C:24]([N:60]([CH2:61][C:62]3[CH:63]=[CH:64][C:65]([CH2:66][N:67]4[CH2:70][CH:69]([OH:71])[CH2:68]4)=[CH:72][CH:73]=3)[CH3:59])=[O:25])[CH:20]=2)[S:5]([C:8]2[C:13]([CH3:14])=[CH:12][C:11]([O:15][CH3:16])=[CH:10][C:9]=2[CH3:17])(=[O:7])=[O:6])[CH2:2][CH2:3]1.